This data is from Reaction yield outcomes from USPTO patents with 853,638 reactions. The task is: Predict the reaction yield, written as a fraction of the theoretical maximum amount of product (1.0 means a 100% yield; for example, 0.34 means a 34% yield). (1) The reactants are [O:1]=[C:2]1[CH2:7][CH2:6][N:5]([C:8]([O:10][C:11]([CH3:14])([CH3:13])[CH3:12])=[O:9])[CH2:4][CH2:3]1.[F:15][C:16]1[CH:17]=[C:18]([CH2:22][CH2:23][C:24](Cl)=[O:25])[CH:19]=[CH:20][CH:21]=1. No catalyst specified. The product is [F:15][C:16]1[CH:17]=[C:18]([CH2:22][CH2:23][C:24]([CH:7]2[C:2](=[O:1])[CH2:3][CH2:4][N:5]([C:8]([O:10][C:11]([CH3:14])([CH3:13])[CH3:12])=[O:9])[CH2:6]2)=[O:25])[CH:19]=[CH:20][CH:21]=1. The yield is 0.480. (2) The reactants are [NH2:1][C:2]1[CH:7]=[C:6]([O:8][C:9]2[CH:10]=[CH:11][C:12]([NH:15][C:16]([C:18]3[C:19](=[O:31])[N:20]([C:25]4[CH:30]=[CH:29][CH:28]=[CH:27][CH:26]=4)[N:21]([CH3:24])[C:22]=3[CH3:23])=[O:17])=[N:13][CH:14]=2)[CH:5]=[CH:4][N:3]=1.CCN(CC)CC.[CH:39]1([C:43](Cl)=[O:44])[CH2:42][CH2:41][CH2:40]1. The catalyst is C1COCC1.CCOC(C)=O. The product is [CH:39]1([C:43]([NH:1][C:2]2[CH:7]=[C:6]([O:8][C:9]3[CH:10]=[CH:11][C:12]([NH:15][C:16]([C:18]4[C:19](=[O:31])[N:20]([C:25]5[CH:26]=[CH:27][CH:28]=[CH:29][CH:30]=5)[N:21]([CH3:24])[C:22]=4[CH3:23])=[O:17])=[N:13][CH:14]=3)[CH:5]=[CH:4][N:3]=2)=[O:44])[CH2:42][CH2:41][CH2:40]1. The yield is 0.410. (3) The reactants are [CH2:1]([O:3][C:4]1[C:13]2[C:8](=[CH:9][CH:10]=[C:11](/[CH:14]=[C:15]3/[C:16](=[O:21])[NH:17][C:18](=[S:20])[S:19]/3)[CH:12]=2)[N:7]=[CH:6][C:5]=1[C:22]#[N:23])[CH3:2].IC.[CH:26](N(C(C)C)CC)(C)C.CCCCCC. The catalyst is C(O)C. The product is [CH2:1]([O:3][C:4]1[C:13]2[C:8](=[CH:9][CH:10]=[C:11](/[CH:14]=[C:15]3/[C:16](=[O:21])[N:17]=[C:18]([S:20][CH3:26])[S:19]/3)[CH:12]=2)[N:7]=[CH:6][C:5]=1[C:22]#[N:23])[CH3:2]. The yield is 0.750. (4) The reactants are [CH2:1]([N:8]1[C:16]2[C:15](=[O:17])[N:14]([CH2:18][CH2:19][CH2:20][O:21]C3CCCCO3)[C:13](=[O:28])[N:12](COCC[Si](C)(C)C)[C:11]=2[N:10]=[C:9]1[Cl:37])[C:2]1[CH:7]=[CH:6][CH:5]=[CH:4][CH:3]=1.Cl. The catalyst is C(O)C. The product is [CH2:1]([N:8]1[C:16]2[C:15](=[O:17])[N:14]([CH2:18][CH2:19][CH2:20][OH:21])[C:13](=[O:28])[NH:12][C:11]=2[N:10]=[C:9]1[Cl:37])[C:2]1[CH:7]=[CH:6][CH:5]=[CH:4][CH:3]=1. The yield is 0.919. (5) The reactants are [ClH:1].N[C:3]1[C:8]2[O:9][CH2:10][C:11](=[O:13])[NH:12][C:7]=2[CH:6]=[CH:5][CH:4]=1.C(O)(=O)C.N([O-])=O.[Na+].[S:22](=[O:24])=[O:23]. The catalyst is C(#N)C.O.O.O.[Cu](Cl)Cl. The product is [O:13]=[C:11]1[CH2:10][O:9][C:8]2[C:3]([S:22]([Cl:1])(=[O:24])=[O:23])=[CH:4][CH:5]=[CH:6][C:7]=2[NH:12]1. The yield is 0.160.